Dataset: Merck oncology drug combination screen with 23,052 pairs across 39 cell lines. Task: Regression. Given two drug SMILES strings and cell line genomic features, predict the synergy score measuring deviation from expected non-interaction effect. Drug 1: COc1cccc2c1C(=O)c1c(O)c3c(c(O)c1C2=O)CC(O)(C(=O)CO)CC3OC1CC(N)C(O)C(C)O1. Drug 2: COC1CC2CCC(C)C(O)(O2)C(=O)C(=O)N2CCCCC2C(=O)OC(C(C)CC2CCC(OP(C)(C)=O)C(OC)C2)CC(=O)C(C)C=C(C)C(O)C(OC)C(=O)C(C)CC(C)C=CC=CC=C1C. Cell line: LNCAP. Synergy scores: synergy=32.1.